From a dataset of Catalyst prediction with 721,799 reactions and 888 catalyst types from USPTO. Predict which catalyst facilitates the given reaction. (1) Reactant: [C:1]([C:5]1[S:9]/[C:8](=[N:10]\[C:11]([C:13]2[CH:31]=[C:30]([C:32]([F:35])([F:34])[F:33])[CH:29]=[CH:28][C:14]=2[O:15][CH2:16][C@H:17]2[CH2:20][CH2:19][N:18]2C(OC(C)(C)C)=O)=[O:12])/[N:7]([CH2:36][C@H:37]2[CH2:41][CH2:40][CH2:39][O:38]2)[CH:6]=1)([CH3:4])([CH3:3])[CH3:2].FC(F)(F)C(O)=O.C([O-])([O-])=O.[Na+].[Na+]. Product: [NH:18]1[CH2:19][CH2:20][C@@H:17]1[CH2:16][O:15][C:14]1[CH:28]=[CH:29][C:30]([C:32]([F:34])([F:33])[F:35])=[CH:31][C:13]=1[C:11](/[N:10]=[C:8]1\[S:9][C:5]([C:1]([CH3:2])([CH3:3])[CH3:4])=[CH:6][N:7]\1[CH2:36][C@H:37]1[CH2:41][CH2:40][CH2:39][O:38]1)=[O:12]. The catalyst class is: 2. (2) Reactant: [Cl:1][C:2]1[CH:22]=[CH:21][CH:20]=[CH:19][C:3]=1[C:4]([NH:6][CH:7]1[C:15]2[C:10](=[CH:11][CH:12]=[C:13]([C:16]([OH:18])=O)[CH:14]=2)[CH2:9][CH2:8]1)=[O:5].CN(C(ON1N=NC2C=CC=NC1=2)=[N+](C)C)C.F[P-](F)(F)(F)(F)F.CCN(C(C)C)C(C)C.[F:56][C:57]([F:71])([F:70])[C:58]([N:60]1[CH2:69][CH2:68][C:63]2([CH2:67][NH:66][CH2:65][CH2:64]2)[CH2:62][CH2:61]1)=[O:59]. Product: [Cl:1][C:2]1[CH:22]=[CH:21][CH:20]=[CH:19][C:3]=1[C:4]([NH:6][CH:7]1[C:15]2[C:10](=[CH:11][CH:12]=[C:13]([C:16]([N:66]3[CH2:65][CH2:64][C:63]4([CH2:62][CH2:61][N:60]([C:58](=[O:59])[C:57]([F:70])([F:71])[F:56])[CH2:69][CH2:68]4)[CH2:67]3)=[O:18])[CH:14]=2)[CH2:9][CH2:8]1)=[O:5]. The catalyst class is: 1. (3) Reactant: [CH3:1][C:2]1[CH:10]=[CH:9][CH:8]=[C:7]([CH3:11])[C:3]=1[C:4](Cl)=[O:5].[NH2:12][CH:13]([C:22]1[CH:27]=[CH:26][C:25]([F:28])=[CH:24][CH:23]=1)[C:14]1([N:19]([CH3:21])[CH3:20])[CH2:18][CH2:17][CH2:16][CH2:15]1.C(N(C(C)C)CC)(C)C. Product: [CH3:20][N:19]([CH3:21])[C:14]1([CH:13]([C:22]2[CH:27]=[CH:26][C:25]([F:28])=[CH:24][CH:23]=2)[NH:12][C:4](=[O:5])[C:3]2[C:2]([CH3:1])=[CH:10][CH:9]=[CH:8][C:7]=2[CH3:11])[CH2:18][CH2:17][CH2:16][CH2:15]1. The catalyst class is: 4. (4) Reactant: [C:1]1([S:7]([N:10]2[C:14]3=[N:15][CH:16]=[CH:17][C:18]([C:19]4[N:20]=[C:21]([N:32]5[CH2:37][CH2:36][N:35]([C:38]([O:40][C:41]([CH3:44])([CH3:43])[CH3:42])=[O:39])[CH2:34][CH2:33]5)[C:22]5[C:28]([CH:29]6[CH2:31][CH2:30]6)=[CH:27][N:26]=[CH:25][C:23]=5[N:24]=4)=[C:13]3[C:12](Br)=[CH:11]2)(=[O:9])=[O:8])[CH:6]=[CH:5][CH:4]=[CH:3][CH:2]=1.[C:46]1(B(O)O)[CH:51]=[CH:50][CH:49]=[CH:48][CH:47]=1.[O-]P([O-])([O-])=O.[K+].[K+].[K+]. Product: [C:1]1([S:7]([N:10]2[C:14]3=[N:15][CH:16]=[CH:17][C:18]([C:19]4[N:20]=[C:21]([N:32]5[CH2:37][CH2:36][N:35]([C:38]([O:40][C:41]([CH3:44])([CH3:43])[CH3:42])=[O:39])[CH2:34][CH2:33]5)[C:22]5[C:28]([CH:29]6[CH2:31][CH2:30]6)=[CH:27][N:26]=[CH:25][C:23]=5[N:24]=4)=[C:13]3[C:12]([C:46]3[CH:51]=[CH:50][CH:49]=[CH:48][CH:47]=3)=[CH:11]2)(=[O:9])=[O:8])[CH:6]=[CH:5][CH:4]=[CH:3][CH:2]=1. The catalyst class is: 140. (5) Reactant: [Na:1].C(O[C:5](=O)[CH2:6][C:7](=[O:14])[C:8]1[CH:13]=[CH:12][CH:11]=[CH:10][CH:9]=1)C.[CH2:16](Br)[CH:17]=C.[OH-].[K+]. Product: [Na:1].[C:8]1([C:7]([CH2:6][CH2:5][CH:16]=[CH2:17])=[O:14])[CH:9]=[CH:10][CH:11]=[CH:12][CH:13]=1. The catalyst class is: 40. (6) Reactant: [C:1]([O:5][C:6]([N:8]1[CH2:15][C:14]2[C:13]([C:16]([OH:18])=O)=[N:12][NH:11][C:10]=2[CH2:9]1)=[O:7])([CH3:4])([CH3:3])[CH3:2].Cl.[F:20][C:21]([F:35])([F:34])[C:22]1[CH:27]=[CH:26][CH:25]=[CH:24][C:23]=1[CH:28]1[CH2:33][CH2:32][NH:31][CH2:30][CH2:29]1.F[P-](F)(F)(F)(F)F.N1(O[P+](N(C)C)(N(C)C)N(C)C)C2C=CC=CC=2N=N1.CCN(C(C)C)C(C)C. Product: [F:35][C:21]([F:20])([F:34])[C:22]1[CH:27]=[CH:26][CH:25]=[CH:24][C:23]=1[CH:28]1[CH2:29][CH2:30][N:31]([C:16]([C:13]2[C:14]3[CH2:15][N:8]([C:6]([O:5][C:1]([CH3:2])([CH3:3])[CH3:4])=[O:7])[CH2:9][C:10]=3[NH:11][N:12]=2)=[O:18])[CH2:32][CH2:33]1. The catalyst class is: 18. (7) The catalyst class is: 10. Reactant: [NH:1]1[CH:5]=[C:4]([CH:6]2[CH2:11][CH2:10][NH:9][CH2:8][CH2:7]2)[N:3]=[CH:2]1.Cl.CCN([CH:19]([CH3:21])[CH3:20])C(C)C.[Br:22][C:23]1[CH:28]=[CH:27][CH:26]=[CH:25][C:24]=1[S:29](Cl)(=[O:31])=[O:30]. Product: [Br:22][C:23]1[CH:28]=[CH:27][CH:26]=[CH:25][C:24]=1[S:29]([N:9]1[CH2:10][CH2:11][CH:6]([C:4]2[N:3]=[CH:2][N:1]([S:29]([C:20]3[CH:19]=[CH:21][CH:25]=[CH:24][C:23]=3[Br:22])(=[O:31])=[O:30])[CH:5]=2)[CH2:7][CH2:8]1)(=[O:31])=[O:30].